Dataset: Full USPTO retrosynthesis dataset with 1.9M reactions from patents (1976-2016). Task: Predict the reactants needed to synthesize the given product. Given the product [S:1]1[C:2]([C:24]2[C:25]3[NH:26][C:27]4[C:19](=[CH:18][CH:17]=[CH:16][CH:15]=4)[C:20]=3[CH:21]=[CH:22][CH:23]=2)=[CH:3][C:4]2[CH:9]=[CH:8][CH:7]=[CH:6][C:5]1=2, predict the reactants needed to synthesize it. The reactants are: [S:1]1[C:5]2[CH:6]=[CH:7][CH:8]=[CH:9][C:4]=2[CH:3]=[C:2]1OB(O)O.Br[C:15]1[C:27]2[NH:26][C:25]3[C:20](=[CH:21][CH:22]=[CH:23][CH:24]=3)[C:19]=2[CH:18]=[CH:17][CH:16]=1.C1(P(C2CCCCC2)C2CCCCC2)CCCCC1.[O-]P([O-])([O-])=O.[K+].[K+].[K+].